Dataset: Forward reaction prediction with 1.9M reactions from USPTO patents (1976-2016). Task: Predict the product of the given reaction. (1) The product is: [Br:22][C:23]1[CH:28]=[CH:27][C:26]([F:30])=[C:25]([C:4]2[CH:5]=[CH:6][C:7]([S:9]([CH3:12])(=[O:10])=[O:11])=[CH:8][C:3]=2[O:2][CH3:1])[CH:24]=1. Given the reactants [CH3:1][O:2][C:3]1[CH:8]=[C:7]([S:9]([CH3:12])(=[O:11])=[O:10])[CH:6]=[CH:5][C:4]=1B1OC(C)(C)C(C)(C)O1.[Br:22][C:23]1[CH:24]=[CH:25][C:26]([F:30])=[C:27](I)[CH:28]=1.C([O-])([O-])=O.[Na+].[Na+], predict the reaction product. (2) The product is: [C:47]([O:46][CH:23]([C:20]1[CH:21]=[N:22][C:17]([O:16][CH2:15][C:11]2[CH:10]=[C:9]([C:3]3[C:4]([CH3:8])=[CH:5][CH:6]=[CH:7][C:2]=3[CH3:1])[CH:14]=[CH:13][CH:12]=2)=[CH:18][CH:19]=1)[CH2:24][CH2:25][O:26][C:27]([C:34]1[CH:35]=[CH:36][CH:37]=[CH:38][CH:39]=1)([C:40]1[CH:41]=[CH:42][CH:43]=[CH:44][CH:45]=1)[C:28]1[CH:29]=[CH:30][CH:31]=[CH:32][CH:33]=1)(=[O:49])[CH3:48]. Given the reactants [CH3:1][C:2]1[CH:7]=[CH:6][CH:5]=[C:4]([CH3:8])[C:3]=1[C:9]1[CH:14]=[CH:13][CH:12]=[C:11]([CH2:15][O:16][C:17]2[N:22]=[CH:21][C:20]([CH:23]([OH:46])[CH2:24][CH2:25][O:26][C:27]([C:40]3[CH:45]=[CH:44][CH:43]=[CH:42][CH:41]=3)([C:34]3[CH:39]=[CH:38][CH:37]=[CH:36][CH:35]=3)[C:28]3[CH:33]=[CH:32][CH:31]=[CH:30][CH:29]=3)=[CH:19][CH:18]=2)[CH:10]=1.[C:47](OC(=O)C)(=[O:49])[CH3:48].[Cl-].C(=O)(O)O.[Na+], predict the reaction product. (3) The product is: [Cl:8][C:6]1[N:5]=[C:4]([NH:9][C@H:10]([C:12]2[CH:17]=[CH:16][C:15]([F:18])=[CH:14][CH:13]=2)[CH3:11])[N:3]=[C:2]([N:22]2[CH2:23][C:24](=[O:25])[NH:19][C:20](=[O:26])[CH2:21]2)[CH:7]=1. Given the reactants Cl[C:2]1[CH:7]=[C:6]([Cl:8])[N:5]=[C:4]([NH:9][C@H:10]([C:12]2[CH:17]=[CH:16][C:15]([F:18])=[CH:14][CH:13]=2)[CH3:11])[N:3]=1.[NH:19]1[C:24](=[O:25])[CH2:23][NH:22][CH2:21][C:20]1=[O:26].C(N(CC)C(C)C)(C)C, predict the reaction product. (4) Given the reactants [OH:1][NH:2][C:3](=[NH:14])[C:4]1[CH:9]=[CH:8][CH:7]=[C:6]([S:10](=[O:13])(=[O:12])[NH2:11])[CH:5]=1.[Cl:15][C:16]1[CH:21]=[CH:20][C:19]([C:22]2[CH:27]=[C:26]([C:28]([F:31])([F:30])[F:29])[N:25]=[C:24]([C:32](O)=O)[N:23]=2)=[CH:18][CH:17]=1, predict the reaction product. The product is: [Cl:15][C:16]1[CH:17]=[CH:18][C:19]([C:22]2[CH:27]=[C:26]([C:28]([F:30])([F:29])[F:31])[N:25]=[C:24]([C:32]3[O:1][N:2]=[C:3]([C:4]4[CH:5]=[C:6]([S:10]([NH2:11])(=[O:12])=[O:13])[CH:7]=[CH:8][CH:9]=4)[N:14]=3)[N:23]=2)=[CH:20][CH:21]=1. (5) Given the reactants [CH3:1][CH:2]1[CH2:7][C:6](=[O:8])[CH2:5][C:4](=[O:9])[CH2:3]1.C(N(CC)CC)C.[CH:17]([O:20][C:21]1[CH:29]=[CH:28][CH:27]=[CH:26][C:22]=1C(Cl)=O)([CH3:19])[CH3:18].FC1CC(C)C[C:33](=[O:38])C=1C(=O)C1C=CC(OCCC)=CC=1, predict the reaction product. The product is: [CH3:1][CH:2]1[CH2:7][C:6](=[O:8])[CH:5]([C:33](=[O:38])[C:27]2[CH:26]=[CH:22][C:21]([O:20][CH:17]([CH3:18])[CH3:19])=[CH:29][CH:28]=2)[C:4](=[O:9])[CH2:3]1. (6) Given the reactants C[O:2][C:3](=[O:14])/[CH:4]=[CH:5]/[C:6]1[CH:11]=[CH:10][C:9]([Cl:12])=[CH:8][C:7]=1[Br:13].[OH-].[Na+].O.Cl, predict the reaction product. The product is: [Br:13][C:7]1[CH:8]=[C:9]([Cl:12])[CH:10]=[CH:11][C:6]=1/[CH:5]=[CH:4]/[C:3]([OH:14])=[O:2].